Dataset: Peptide-MHC class I binding affinity with 185,985 pairs from IEDB/IMGT. Task: Regression. Given a peptide amino acid sequence and an MHC pseudo amino acid sequence, predict their binding affinity value. This is MHC class I binding data. (1) The binding affinity (normalized) is 0.372. The MHC is HLA-A11:01 with pseudo-sequence HLA-A11:01. The peptide sequence is IQNVPGPHR. (2) The peptide sequence is ISLFYTFAI. The MHC is HLA-A32:01 with pseudo-sequence HLA-A32:01. The binding affinity (normalized) is 1.00. (3) The peptide sequence is DETFVHSGF. The MHC is HLA-A80:01 with pseudo-sequence HLA-A80:01. The binding affinity (normalized) is 0.0847. (4) The peptide sequence is GVVREFLTR. The MHC is HLA-A68:01 with pseudo-sequence HLA-A68:01. The binding affinity (normalized) is 0.517. (5) The peptide sequence is RRAARAEYL. The MHC is Patr-A0101 with pseudo-sequence Patr-A0101. The binding affinity (normalized) is 0.255.